Predict the product of the given reaction. From a dataset of Forward reaction prediction with 1.9M reactions from USPTO patents (1976-2016). (1) The product is: [CH3:50][O:51][C:52](=[O:78])[C@@H:53]([NH:62][C:63]1[CH:68]=[CH:67][CH:66]=[CH:65][C:64]=1[C:39](=[O:40])[C:32]1[CH:33]=[CH:34][CH:35]=[CH:36][CH:37]=1)[CH2:54][C:55]1[CH:56]=[CH:57][C:58]([O:18][CH2:17][CH2:16][N:6]2[C:7]3[CH:15]=[CH:14][CH:13]=[CH:12][C:8]=3[CH2:9][CH2:10][C:11]3[CH:1]=[CH:2][CH:3]=[CH:4][C:5]2=3)=[CH:59][CH:60]=1. Given the reactants [CH:1]1[C:11]2[CH2:10][CH2:9][C:8]3[CH:12]=[CH:13][CH:14]=[CH:15][C:7]=3[N:6]([CH2:16][CH2:17][OH:18])[C:5]=2[CH:4]=[CH:3][CH:2]=1.[C:32]1(P([C:32]2[CH:37]=[CH:36][CH:35]=[CH:34][CH:33]=2)[C:32]2[CH:37]=[CH:36][CH:35]=[CH:34][CH:33]=2)[CH:37]=[CH:36][CH:35]=[CH:34][CH:33]=1.C[CH2:39][O:40]C(/N=N/C(OCC)=O)=O.[CH3:50][O:51][C:52](=[O:78])[C@@H:53]([NH:62][C:63]1[CH:68]=[CH:67][CH:66]=[CH:65][C:64]=1OC(=O)C1C=CC=CC=1)[CH2:54][C:55]1[CH:60]=[CH:59][C:58](O)=[CH:57][CH:56]=1, predict the reaction product. (2) Given the reactants [C:1]1([S:7]([CH2:10][C:11]2[C:20]3[C:19](=[O:21])[O:18][CH2:17][NH:16][C:15]=3[C:14]([C:22]3[CH:26]=[CH:25][O:24][CH:23]=3)=[CH:13][CH:12]=2)(=[O:9])=[O:8])[CH:6]=[CH:5][CH:4]=[CH:3][CH:2]=1.[C-:27]#[N:28].[Na+].C(O)(=O)C, predict the reaction product. The product is: [C:1]1([S:7]([CH2:10][C:11]2[C:20]([C:19]([OH:18])=[O:21])=[C:15]([NH:16][CH2:17][C:27]#[N:28])[C:14]([C:22]3[CH:26]=[CH:25][O:24][CH:23]=3)=[CH:13][CH:12]=2)(=[O:9])=[O:8])[CH:2]=[CH:3][CH:4]=[CH:5][CH:6]=1. (3) Given the reactants [CH3:1][O:2][CH:3]([O:22][CH3:23])[C:4]1[CH:9]=[CH:8][C:7]([O:10][CH2:11][CH2:12][N:13]2[CH2:18][CH2:17][O:16][CH2:15][CH2:14]2)=[C:6]([N+:19]([O-])=O)[CH:5]=1, predict the reaction product. The product is: [CH3:1][O:2][CH:3]([O:22][CH3:23])[C:4]1[CH:9]=[CH:8][C:7]([O:10][CH2:11][CH2:12][N:13]2[CH2:14][CH2:15][O:16][CH2:17][CH2:18]2)=[C:6]([CH:5]=1)[NH2:19]. (4) The product is: [F:3][C:4]1[CH:5]=[C:6]([CH3:12])[C:7]([CH2:10][OH:11])=[N:8][CH:9]=1. Given the reactants [BH4-].[Na+].[F:3][C:4]1[CH:5]=[C:6]([CH3:12])[C:7]([CH:10]=[O:11])=[N:8][CH:9]=1, predict the reaction product. (5) The product is: [CH2:21]([N:28]([CH2:29][CH2:30][OH:31])[C:6](=[O:7])[C:5]1[CH:9]=[CH:10][C:2]([Br:1])=[CH:3][C:4]=1[F:11])[C:22]1[CH:27]=[CH:26][CH:25]=[CH:24][CH:23]=1. Given the reactants [Br:1][C:2]1[CH:10]=[CH:9][C:5]([C:6](Cl)=[O:7])=[C:4]([F:11])[CH:3]=1.CCN(C(C)C)C(C)C.[CH2:21]([NH:28][CH2:29][CH2:30][OH:31])[C:22]1[CH:27]=[CH:26][CH:25]=[CH:24][CH:23]=1, predict the reaction product. (6) Given the reactants [C:1]([O:5][C:6]([NH:8][C@@H:9]1[CH2:14][CH2:13][CH2:12][N:11]([C:15]2[C:29]([CH2:30][C:31]3[CH:36]=[C:35]([F:37])[CH:34]=[CH:33][C:32]=3[Cl:38])=[C:18]3[C:19](=[O:28])[NH:20][C:21]([C:23]([O:25]CC)=[O:24])=[CH:22][N:17]3[N:16]=2)[CH2:10]1)=[O:7])([CH3:4])([CH3:3])[CH3:2].[OH-].[Na+].[Cl-].[NH4+], predict the reaction product. The product is: [C:1]([O:5][C:6]([NH:8][C@@H:9]1[CH2:14][CH2:13][CH2:12][N:11]([C:15]2[C:29]([CH2:30][C:31]3[CH:36]=[C:35]([F:37])[CH:34]=[CH:33][C:32]=3[Cl:38])=[C:18]3[C:19](=[O:28])[NH:20][C:21]([C:23]([OH:25])=[O:24])=[CH:22][N:17]3[N:16]=2)[CH2:10]1)=[O:7])([CH3:4])([CH3:2])[CH3:3]. (7) Given the reactants [C:1]([OH:4])(=O)[CH3:2].[F:5][C:6]([F:17])([F:16])[C:7]1[CH:8]=[C:9]([CH:13]([NH2:15])[CH3:14])[CH:10]=[CH:11][CH:12]=1.[CH:18]1[CH:19]=[CH:20][C:21]2N(O)N=N[C:22]=2[CH:23]=1.[CH3:28][CH2:29][N:30]=[C:31]=[N:32][CH2:33][CH2:34][CH2:35]N(C)C.[ClH:39].CN(C)C=[O:43], predict the reaction product. The product is: [Cl:39][C:18]1[CH:19]=[CH:20][C:21]([C:31]2[N:32]([CH:33]3[CH2:34][CH2:35]3)[C:28](=[O:43])[N:29]([CH2:2][C:1]([NH:15][CH:13]([C:9]3[CH:10]=[CH:11][CH:12]=[C:7]([C:6]([F:16])([F:17])[F:5])[CH:8]=3)[CH3:14])=[O:4])[CH:30]=2)=[CH:22][CH:23]=1.